This data is from Catalyst prediction with 721,799 reactions and 888 catalyst types from USPTO. The task is: Predict which catalyst facilitates the given reaction. (1) Reactant: [CH3:1][O:2][C:3]1[CH:4]=[C:5]([NH:15][C:16]2[N:38]=[C:19]3[C:20]([C:25]4[CH2:30][CH2:29][N:28](C(OC(C)(C)C)=O)[CH2:27][CH:26]=4)=[CH:21][C:22]([CH3:24])=[CH:23][N:18]3[N:17]=2)[CH:6]=[CH:7][C:8]=1[N:9]1[CH:13]=[C:12]([CH3:14])[N:11]=[CH:10]1.[ClH:39]. Product: [ClH:39].[ClH:39].[CH3:1][O:2][C:3]1[CH:4]=[C:5]([NH:15][C:16]2[N:38]=[C:19]3[C:20]([C:25]4[CH2:30][CH2:29][NH:28][CH2:27][CH:26]=4)=[CH:21][C:22]([CH3:24])=[CH:23][N:18]3[N:17]=2)[CH:6]=[CH:7][C:8]=1[N:9]1[CH:13]=[C:12]([CH3:14])[N:11]=[CH:10]1. The catalyst class is: 268. (2) Reactant: N12CCCN=C1CCCCC2.[F:12][C:13]([F:27])([F:26])[C:14]1[CH:19]=[CH:18][N:17]=[C:16]([C:20]2[NH:21][O:22][C:23](=[O:25])[N:24]=2)[CH:15]=1.[CH2:28]([N:31]([CH2:35][CH:36]=[CH2:37])[C:32](Cl)=[O:33])[CH:29]=[CH2:30]. Product: [F:27][C:13]([F:12])([F:26])[C:14]1[CH:19]=[CH:18][N:17]=[C:16]([C:20]2[N:24]([C:32]([N:31]([CH2:35][CH:36]=[CH2:37])[CH2:28][CH:29]=[CH2:30])=[O:33])[C:23](=[O:25])[O:22][N:21]=2)[CH:15]=1. The catalyst class is: 17. (3) Reactant: [C:1]([C:4]1[CH:9]=[CH:8][CH:7]=[CH:6][C:5]=1[NH:10][C:11]([C:13]1[CH:18]=[C:17](Cl)[N:16]=[C:15]([C:20]2[CH:25]=[CH:24][CH:23]=[CH:22][CH:21]=2)[N:14]=1)=[O:12])(=[O:3])[CH3:2].[CH3:26][N:27]([CH3:31])[CH2:28][CH2:29][NH2:30]. Product: [C:1]([C:4]1[CH:9]=[CH:8][CH:7]=[CH:6][C:5]=1[NH:10][C:11]([C:13]1[CH:18]=[C:17]([NH:30][CH2:29][CH2:28][N:27]([CH3:31])[CH3:26])[N:16]=[C:15]([C:20]2[CH:25]=[CH:24][CH:23]=[CH:22][CH:21]=2)[N:14]=1)=[O:12])(=[O:3])[CH3:2]. The catalyst class is: 30. (4) Product: [F:26][C:17]1[CH:16]=[C:15]([C@H:11]([NH:10][C:8]([C:6]2[CH:5]=[N:4][CH:3]=[C:2]([N:32]3[CH2:33][CH2:34][C@H:30]([O:29][CH3:28])[CH2:31]3)[N:7]=2)=[O:9])[CH2:12][O:13][CH3:14])[CH:20]=[CH:19][C:18]=1[O:21][C:22]([F:25])([F:24])[F:23]. The catalyst class is: 6. Reactant: Cl[C:2]1[N:7]=[C:6]([C:8]([NH:10][C@@H:11]([C:15]2[CH:20]=[CH:19][C:18]([O:21][C:22]([F:25])([F:24])[F:23])=[C:17]([F:26])[CH:16]=2)[CH2:12][O:13][CH3:14])=[O:9])[CH:5]=[N:4][CH:3]=1.Cl.[CH3:28][O:29][C@H:30]1[CH2:34][CH2:33][NH:32][CH2:31]1.C(=O)([O-])[O-].[K+].[K+].CN(C)C(=O)C. (5) Reactant: [F:1][C:2]1[CH:7]=[CH:6][C:5]([N:8]=[C:9]=[O:10])=[CH:4][CH:3]=1.C(OC(=O)[NH:17][CH2:18][C:19]1[CH:24]=[CH:23][C:22]([NH2:25])=[CH:21][CH:20]=1)(C)(C)C. Product: [NH2:17][CH2:18][C:19]1[CH:24]=[CH:23][C:22]([NH:25][C:9]([NH:8][C:5]2[CH:6]=[CH:7][C:2]([F:1])=[CH:3][CH:4]=2)=[O:10])=[CH:21][CH:20]=1. The catalyst class is: 4. (6) Product: [Si:55]([O:54][C@H:15]([C:12]1[CH:13]=[CH:14][C:9]([OH:8])=[C:10]([NH:62][S:63]([CH3:66])(=[O:64])=[O:65])[CH:11]=1)[CH2:16][NH:17][CH2:18][CH2:19][C:20]1[CH:21]=[CH:22][C:23]([O:26][CH2:27][CH2:28][CH2:29][CH2:30][C:31]2[CH:36]=[CH:35][C:34]([OH:37])=[C:33]([C@@H:38]([C:48]3[CH:49]=[CH:50][CH:51]=[CH:52][CH:53]=3)[CH2:39][CH2:40][N:41]([CH:45]([CH3:47])[CH3:46])[CH:42]([CH3:44])[CH3:43])[CH:32]=2)=[CH:24][CH:25]=1)([C:58]([CH3:61])([CH3:59])[CH3:60])([CH3:57])[CH3:56]. The catalyst class is: 421. Reactant: C([O:8][C:9]1[CH:14]=[CH:13][C:12]([C@@H:15]([O:54][Si:55]([C:58]([CH3:61])([CH3:60])[CH3:59])([CH3:57])[CH3:56])[CH2:16][NH:17][CH2:18][CH2:19][C:20]2[CH:25]=[CH:24][C:23]([O:26][CH2:27][CH2:28][CH2:29][CH2:30][C:31]3[CH:36]=[CH:35][C:34]([OH:37])=[C:33]([C@@H:38]([C:48]4[CH:53]=[CH:52][CH:51]=[CH:50][CH:49]=4)[CH2:39][CH2:40][N:41]([CH:45]([CH3:47])[CH3:46])[CH:42]([CH3:44])[CH3:43])[CH:32]=3)=[CH:22][CH:21]=2)=[CH:11][C:10]=1[NH:62][S:63]([CH3:66])(=[O:65])=[O:64])C1C=CC=CC=1.C([O-])=O.[NH4+]. (7) Reactant: [N:1]([CH2:4][CH:5]([F:10])[CH2:6][CH2:7][C:8]#[N:9])=[N+:2]=[N-:3].[C:11]([O:15][CH2:16][CH3:17])(=[O:14])[C:12]#[CH:13]. Product: [C:8]([CH2:7][CH2:6][CH:5]([F:10])[CH2:4][N:1]1[CH:13]=[C:12]([C:11]([O:15][CH2:16][CH3:17])=[O:14])[N:3]=[N:2]1)#[N:9]. The catalyst class is: 664. (8) Reactant: CSC.B.[Cl:5][C:6]1[CH:7]=[C:8]([C:13](=[O:18])[C:14]([F:17])([F:16])[F:15])[CH:9]=[C:10]([Cl:12])[CH:11]=1. Product: [Cl:5][C:6]1[CH:7]=[C:8]([CH:13]([OH:18])[C:14]([F:15])([F:16])[F:17])[CH:9]=[C:10]([Cl:12])[CH:11]=1. The catalyst class is: 1. (9) Reactant: [C:1](Cl)(=[O:3])[CH3:2].Cl.[CH3:6][N:7]1[CH:11]=[C:10]([C:12]2[CH:13]=[C:14]([C:18]3[N:23]=[CH:22][C:21]([C:24]4[CH:25]=[N:26][N:27]([CH:29]5[CH2:34][CH2:33][NH:32][CH2:31][CH2:30]5)[CH:28]=4)=[CH:20][N:19]=3)[CH:15]=[CH:16][CH:17]=2)[CH:9]=[N:8]1. Product: [CH3:6][N:7]1[CH:11]=[C:10]([C:12]2[CH:13]=[C:14]([C:18]3[N:19]=[CH:20][C:21]([C:24]4[CH:25]=[N:26][N:27]([CH:29]5[CH2:34][CH2:33][N:32]([C:1](=[O:3])[CH3:2])[CH2:31][CH2:30]5)[CH:28]=4)=[CH:22][N:23]=3)[CH:15]=[CH:16][CH:17]=2)[CH:9]=[N:8]1. The catalyst class is: 85. (10) Reactant: CC(C)([O-])C.[Na+].C1C=CC(P(C2C(C3C(P(C4C=CC=CC=4)C4C=CC=CC=4)=CC=C4C=3C=CC=C4)=C3C(C=CC=C3)=CC=2)C2C=CC=CC=2)=CC=1.[CH2:53]([O:55][C:56]([C:58]1[C:67](=[O:68])[C:66]2[C:61](=[CH:62][CH:63]=[C:64](I)[CH:65]=2)[N:60]([CH2:70][CH3:71])[CH:59]=1)=[O:57])[CH3:54].[C:72](=[NH:85])([C:79]1[CH:84]=[CH:83][CH:82]=[CH:81][CH:80]=1)[C:73]1[CH:78]=[CH:77][CH:76]=[CH:75][CH:74]=1. Product: [CH2:53]([O:55][C:56]([C:58]1[C:67](=[O:68])[C:66]2[C:61](=[CH:62][CH:63]=[C:64]([N:85]=[C:72]([C:73]3[CH:78]=[CH:77][CH:76]=[CH:75][CH:74]=3)[C:79]3[CH:84]=[CH:83][CH:82]=[CH:81][CH:80]=3)[CH:65]=2)[N:60]([CH2:70][CH3:71])[CH:59]=1)=[O:57])[CH3:54]. The catalyst class is: 187.